Dataset: Reaction yield outcomes from USPTO patents with 853,638 reactions. Task: Predict the reaction yield, written as a fraction of the theoretical maximum amount of product (1.0 means a 100% yield; for example, 0.34 means a 34% yield). The reactants are Br[C:2]1[CH:10]=[C:9]2[C:5]([C:6]([CH2:24][N:25]([CH3:33])[C:26](=[O:32])[O:27][C:28]([CH3:31])([CH3:30])[CH3:29])=[CH:7][N:8]2[S:11]([C:14]2[CH:19]=[CH:18][CH:17]=[C:16]([O:20][CH:21]([F:23])[F:22])[CH:15]=2)(=[O:13])=[O:12])=[CH:4][CH:3]=1.[F:34][C:35]([F:47])([F:46])[C:36]1[C:41](OB(O)O)=[CH:40][CH:39]=[CH:38][N:37]=1.C(=O)([O-])[O-].[K+].[K+]. The catalyst is C1(C)C=CC=CC=1.C1C=CC([P]([Pd]([P](C2C=CC=CC=2)(C2C=CC=CC=2)C2C=CC=CC=2)([P](C2C=CC=CC=2)(C2C=CC=CC=2)C2C=CC=CC=2)[P](C2C=CC=CC=2)(C2C=CC=CC=2)C2C=CC=CC=2)(C2C=CC=CC=2)C2C=CC=CC=2)=CC=1. The product is [F:23][CH:21]([F:22])[O:20][C:16]1[CH:15]=[C:14]([S:11]([N:8]2[C:9]3[C:5](=[CH:4][CH:3]=[C:2]([C:41]4[C:36]([C:35]([F:47])([F:46])[F:34])=[N:37][CH:38]=[CH:39][CH:40]=4)[CH:10]=3)[C:6]([CH2:24][N:25]([CH3:33])[C:26](=[O:32])[O:27][C:28]([CH3:30])([CH3:29])[CH3:31])=[CH:7]2)(=[O:12])=[O:13])[CH:19]=[CH:18][CH:17]=1. The yield is 0.178.